Dataset: Forward reaction prediction with 1.9M reactions from USPTO patents (1976-2016). Task: Predict the product of the given reaction. (1) The product is: [OH:49][CH:50]1[CH2:53][CH:52]([C:54]([O:56][CH2:57][CH3:58])=[O:55])[CH2:51]1. Given the reactants C1C=[N+]([C@@H]2O[C@H](COP(OP(OC[C@H]3O[C@@H](N4C5N=CN=C(N)C=5N=C4)[C@H](OP(O)(O)=O)[C@@H]3O)(O)=O)(O)=O)[C@@H](O)[C@H]2O)C=C(C(N)=O)C=1.[O:49]=[C:50]1[CH2:53][CH:52]([C:54]([O:56][CH2:57][CH3:58])=[O:55])[CH2:51]1.CC(O)C.CC(OC)(C)C, predict the reaction product. (2) Given the reactants [O:1]1[CH2:28][CH:2]1[CH2:3][O:4][C:5]1[CH:14]=[C:13]2[C:8]([C:9]([O:15][C:16]3[CH:17]=[C:18]4[C:22](=[CH:23][CH:24]=3)[NH:21][C:20]([CH3:25])=[CH:19]4)=[N:10][CH:11]=[N:12]2)=[CH:7][C:6]=1[O:26][CH3:27].[NH:29]1[CH2:34][CH2:33][CH2:32][CH2:31][CH2:30]1, predict the reaction product. The product is: [OH:1][CH:2]([CH2:28][N:29]1[CH2:34][CH2:33][CH2:32][CH2:31][CH2:30]1)[CH2:3][O:4][C:5]1[CH:14]=[C:13]2[C:8]([C:9]([O:15][C:16]3[CH:17]=[C:18]4[C:22](=[CH:23][CH:24]=3)[NH:21][C:20]([CH3:25])=[CH:19]4)=[N:10][CH:11]=[N:12]2)=[CH:7][C:6]=1[O:26][CH3:27]. (3) Given the reactants [C:1]([O:5][C:6]([NH:8][C:9]1[O:17][C:16]2[C:11](=[N:12][CH:13]=[C:14]([O:18][CH:19]([F:21])[F:20])[CH:15]=2)[C:10]=1[C:22]([O:24]CC)=[O:23])=[O:7])([CH3:4])([CH3:3])[CH3:2].O.[Li+].[OH-].Cl, predict the reaction product. The product is: [C:1]([O:5][C:6]([NH:8][C:9]1[O:17][C:16]2[C:11](=[N:12][CH:13]=[C:14]([O:18][CH:19]([F:21])[F:20])[CH:15]=2)[C:10]=1[C:22]([OH:24])=[O:23])=[O:7])([CH3:4])([CH3:2])[CH3:3]. (4) Given the reactants [C:1]([O:5][C:6](=[O:31])[NH:7][CH:8]([C:14](=[O:30])[N:15]([CH2:27][CH:28]=C)[CH2:16][C:17]1[CH:22]=[CH:21][C:20]([O:23][CH3:24])=[CH:19][C:18]=1[O:25][CH3:26])[C:9]([CH3:13])([CH3:12])[CH:10]=C)([CH3:4])([CH3:3])[CH3:2], predict the reaction product. The product is: [C:1]([O:5][C:6](=[O:31])[NH:7][CH:8]1[C:9]([CH3:12])([CH3:13])[CH:10]=[CH:28][CH2:27][N:15]([CH2:16][C:17]2[CH:22]=[CH:21][C:20]([O:23][CH3:24])=[CH:19][C:18]=2[O:25][CH3:26])[C:14]1=[O:30])([CH3:2])([CH3:3])[CH3:4]. (5) The product is: [NH2:15][CH2:14][C:9]1([NH:8][CH2:1][C:2]2[CH:7]=[CH:6][CH:5]=[CH:4][CH:3]=2)[CH2:13][CH2:12][CH2:11][CH2:10]1. Given the reactants [CH2:1]([NH:8][C:9]1([C:14]#[N:15])[CH2:13][CH2:12][CH2:11][CH2:10]1)[C:2]1[CH:7]=[CH:6][CH:5]=[CH:4][CH:3]=1.[H-].[H-].[H-].[H-].[Li+].[Al+3].O.[OH-].[K+], predict the reaction product. (6) Given the reactants O=P12OP3(OP(OP(O3)(O1)=O)(=O)O2)=O.[O:15]=[C:16]1[C:21]2=[CH:22][C:23]3[CH:24]=[CH:25][C:26]([C:29](OCC)=O)=[CH:27][C:28]=3[N:20]2[C:19]2(CCC2)[CH2:18][NH:17]1.[NH2:37][C:38]1[C:43]([N+:44]([O-:46])=[O:45])=[CH:42][CH:41]=[CH:40][C:39]=1[OH:47], predict the reaction product. The product is: [N+:44]([C:43]1[C:38]2[N:37]=[C:29]([C:26]3[CH:25]=[CH:24][C:23]4[CH:22]=[C:21]5[C:16](=[O:15])[NH:17][CH2:18][CH2:19][N:20]5[C:28]=4[CH:27]=3)[O:47][C:39]=2[CH:40]=[CH:41][CH:42]=1)([O-:46])=[O:45]. (7) Given the reactants [CH2:1]([S:8][C:9]1[CH:14]=[C:13](Cl)[N:12]=[C:11]([NH2:16])[N:10]=1)[C:2]1[CH:7]=[CH:6][CH:5]=[CH:4][CH:3]=1.[C:17]([O-:20])([O-])=[O:18].[Na+].[Na+].[CH3:23][C:24]#[N:25], predict the reaction product. The product is: [NH2:25][C@@H:24]([CH2:23][C:2]1[CH:7]=[CH:6][C:5]([C:13]2[CH:14]=[C:9]([S:8][CH2:1][C:2]3[CH:7]=[CH:6][CH:5]=[CH:4][CH:3]=3)[N:10]=[C:11]([NH2:16])[N:12]=2)=[CH:4][CH:3]=1)[C:17]([OH:20])=[O:18].